Task: Predict the reactants needed to synthesize the given product.. Dataset: Full USPTO retrosynthesis dataset with 1.9M reactions from patents (1976-2016) (1) Given the product [C:3]([C@H:7]1[CH2:12][CH2:11][C@H:10]([O:13][C:14]2[CH:23]=[C:22]([I:24])[C:21]3[C:16](=[CH:17][CH:18]=[CH:19][CH:20]=3)[C:15]=2[CH2:25][N:26]2[CH2:27][CH2:28][CH:29]([C:32]([OH:34])=[O:33])[CH2:30][CH2:31]2)[CH2:9][CH2:8]1)([CH3:6])([CH3:4])[CH3:5], predict the reactants needed to synthesize it. The reactants are: [OH-].[Na+].[C:3]([C@H:7]1[CH2:12][CH2:11][C@H:10]([O:13][C:14]2[CH:23]=[C:22]([I:24])[C:21]3[C:16](=[CH:17][CH:18]=[CH:19][CH:20]=3)[C:15]=2[CH2:25][N:26]2[CH2:31][CH2:30][CH:29]([C:32]([O:34]CC)=[O:33])[CH2:28][CH2:27]2)[CH2:9][CH2:8]1)([CH3:6])([CH3:5])[CH3:4]. (2) Given the product [F:20][C:5]1[C:6]([NH:8][CH:9]2[CH2:19][C:11]3([CH2:14][N:13]([C:15](=[O:18])[CH:16]=[CH2:17])[CH2:12]3)[CH2:10]2)=[N:7][C:2]([NH:31][C:27]2[CH:28]=[C:29]3[C:24](=[CH:25][CH:26]=2)[CH2:23][N:22]([CH3:21])[CH2:30]3)=[N:3][CH:4]=1, predict the reactants needed to synthesize it. The reactants are: Cl[C:2]1[N:7]=[C:6]([NH:8][CH:9]2[CH2:19][C:11]3([CH2:14][N:13]([C:15](=[O:18])[CH:16]=[CH2:17])[CH2:12]3)[CH2:10]2)[C:5]([F:20])=[CH:4][N:3]=1.[CH3:21][N:22]1[CH2:30][C:29]2[C:24](=[CH:25][CH:26]=[C:27]([NH2:31])[CH:28]=2)[CH2:23]1.CN(C1C(C2C(P(C3CCCCC3)C3CCCCC3)=CC=CC=2)=CC=CC=1)C.C([O-])([O-])=O.[Cs+].[Cs+]. (3) Given the product [Cl:1][C:2]1[CH:3]=[C:4]([CH:20]=[CH:21][CH:22]=1)[CH2:5][NH:6][C:7]([C:8]1[CH:13]=[CH:12][C:11]2[C:10]([CH:9]=1)=[N:16][N:32]([CH2:31][CH:30]([C:33]1[CH:38]=[CH:37][CH:36]=[CH:35][N:34]=1)[CH2:29][CH:23]1[CH2:28][CH2:27][CH2:26][CH2:25][CH2:24]1)[CH:14]=2)=[O:19], predict the reactants needed to synthesize it. The reactants are: [Cl:1][C:2]1[CH:3]=[C:4]([CH:20]=[CH:21][CH:22]=1)[CH2:5][NH:6][C:7](=[O:19])[C:8]1[CH:13]=[CH:12][C:11]([CH:14]=O)=[C:10]([N+:16]([O-])=O)[CH:9]=1.[CH:23]1([CH2:29][CH:30]([C:33]2[CH:38]=[CH:37][CH:36]=[CH:35][N:34]=2)[CH2:31][NH2:32])[CH2:28][CH2:27][CH2:26][CH2:25][CH2:24]1.N1C2C(=CC=CC=2)C=N1. (4) Given the product [CH3:10][O:11][C:12]([C:14]1[CH:15]=[C:16]([CH3:38])[C:17]2[O:23][C:22]3[C:24]([Cl:34])=[CH:25][C:26]([N:28]4[CH2:29][CH2:30][N:31]([CH2:9][C:1]5[CH:6]=[CH:5][CH:4]=[CH:3][C:2]=5[CH3:7])[CH2:32][CH2:33]4)=[CH:27][C:21]=3[CH2:20][S:19](=[O:35])(=[O:36])[C:18]=2[CH:37]=1)=[O:13], predict the reactants needed to synthesize it. The reactants are: [C:1]1([CH3:9])[C:2]([CH:7]=O)=[CH:3][CH:4]=[CH:5][CH:6]=1.[CH3:10][O:11][C:12]([C:14]1[CH:15]=[C:16]([CH3:38])[C:17]2[O:23][C:22]3[C:24]([Cl:34])=[CH:25][C:26]([N:28]4[CH2:33][CH2:32][NH:31][CH2:30][CH2:29]4)=[CH:27][C:21]=3[CH2:20][S:19](=[O:36])(=[O:35])[C:18]=2[CH:37]=1)=[O:13].C([BH3-])#N.[Na+].O. (5) Given the product [Cl:26][CH2:27][CH2:28][CH2:29][C:30]([NH:1][C@@H:2]1[CH2:7][CH2:6][CH2:5][C@H:4]([NH:8][C:9](=[O:18])[O:10][CH2:11][C:12]2[CH:17]=[CH:16][CH:15]=[CH:14][CH:13]=2)[CH2:3]1)=[O:31], predict the reactants needed to synthesize it. The reactants are: [NH2:1][C@@H:2]1[CH2:7][CH2:6][CH2:5][C@H:4]([NH:8][C:9](=[O:18])[O:10][CH2:11][C:12]2[CH:17]=[CH:16][CH:15]=[CH:14][CH:13]=2)[CH2:3]1.CCN(CC)CC.[Cl:26][CH2:27][CH2:28][CH2:29][C:30](Cl)=[O:31]. (6) Given the product [CH3:16][O:17][C:18]1[N:19]=[N:20][CH:21]=[CH:22][C:23]=1[Sn:28]([CH2:30][CH2:31][CH2:32][CH3:33])([CH2:34][CH2:35][CH2:36][CH3:37])[CH2:24][CH2:25][CH2:26][CH3:27], predict the reactants needed to synthesize it. The reactants are: C([Li])CCC.CC1(C)CCCC(C)(C)N1.[CH3:16][O:17][C:18]1[N:19]=[N:20][CH:21]=[CH:22][CH:23]=1.[CH2:24]([Sn:28]([CH2:34][CH2:35][CH2:36][CH3:37])([CH2:30][CH2:31][CH2:32][CH3:33])Cl)[CH2:25][CH2:26][CH3:27].[Cl-].[NH4+].